Dataset: Reaction yield outcomes from USPTO patents with 853,638 reactions. Task: Predict the reaction yield, written as a fraction of the theoretical maximum amount of product (1.0 means a 100% yield; for example, 0.34 means a 34% yield). (1) The reactants are [CH2:1]([CH:5]1[CH2:14][C:13]2[C:8](=[CH:9][CH:10]=[CH:11][C:12]=2[CH3:15])[CH2:7][N:6]1C(OC)=O)[CH:2]([CH3:4])[CH3:3].C(O)(=O)C.O.[OH-].[Na+]. The catalyst is Cl. The product is [CH2:1]([CH:5]1[CH2:14][C:13]2[C:8](=[CH:9][CH:10]=[CH:11][C:12]=2[CH3:15])[CH2:7][NH:6]1)[CH:2]([CH3:4])[CH3:3]. The yield is 0.840. (2) The reactants are [NH2:1][N:2]1[C:6](=[O:7])[C:5]2=[CH:8][CH:9]=[CH:10][CH:11]=[C:4]2[C:3]1=[O:12].CO[CH:15]1[CH2:19][CH2:18][CH:17](OC)O1.Cl. The catalyst is O1CCOCC1. The product is [C:3]1(=[O:12])[N:2]([N:1]2[CH:15]=[CH:19][CH:18]=[CH:17]2)[C:6](=[O:7])[C:5]2=[CH:8][CH:9]=[CH:10][CH:11]=[C:4]12. The yield is 0.920. (3) The reactants are [Mg].II.Br[C:5]1[CH:10]=[C:9]([C:11]([CH3:14])([CH3:13])[CH3:12])[C:8]([O:15][CH3:16])=[C:7]([C:17]([CH3:20])([CH3:19])[CH3:18])[CH:6]=1.[P:21]([O-:26])(OC)OC.Cl. The catalyst is C1COCC1.C1(C)C=CC=CC=1.O. The product is [C:17]([C:7]1[CH:6]=[C:5]([PH:21](=[O:26])[C:5]2[CH:10]=[C:9]([C:11]([CH3:13])([CH3:14])[CH3:12])[C:8]([O:15][CH3:16])=[C:7]([C:17]([CH3:20])([CH3:19])[CH3:18])[CH:6]=2)[CH:10]=[C:9]([C:11]([CH3:14])([CH3:13])[CH3:12])[C:8]=1[O:15][CH3:16])([CH3:20])([CH3:19])[CH3:18]. The yield is 0.205. (4) The reactants are [C:1]1([C:7]2[C:11]([CH2:12][CH2:13][CH2:14][OH:15])=[CH:10][N:9]([C:16]3[CH:21]=[CH:20][C:19]([C:22]([F:25])([F:24])[F:23])=[CH:18][N:17]=3)[N:8]=2)[CH:6]=[CH:5][CH:4]=[CH:3][CH:2]=1.O[C:27]1[C:32]([O:33][CH3:34])=[CH:31][CH:30]=[CH:29][C:28]=1[CH2:35][C:36]([O:38]C)=[O:37].C(P(CCCC)CCCC)CCC.N(C(N1CCCCC1)=O)=NC(N1CCCCC1)=O. The catalyst is O1CCCC1. The product is [CH3:34][O:33][C:32]1[C:27]([O:15][CH2:14][CH2:13][CH2:12][C:11]2[C:7]([C:1]3[CH:2]=[CH:3][CH:4]=[CH:5][CH:6]=3)=[N:8][N:9]([C:16]3[CH:21]=[CH:20][C:19]([C:22]([F:24])([F:23])[F:25])=[CH:18][N:17]=3)[CH:10]=2)=[C:28]([CH2:35][C:36]([OH:38])=[O:37])[CH:29]=[CH:30][CH:31]=1. The yield is 0.500. (5) The reactants are C([O-])(=O)C.[K+].O(C1C=CC=CC=1P(C1C=CC=CC=1)C1C=CC=CC=1)C1C=CC=CC=1P(C1C=CC=CC=1)C1C=CC=CC=1.[B:54]1([B:54]2[O:58][C:57]([CH3:60])([CH3:59])[C:56]([CH3:62])([CH3:61])[O:55]2)[O:58][C:57]([CH3:60])([CH3:59])[C:56]([CH3:62])([CH3:61])[O:55]1.Br[C:64]1[CH:69]=[C:68]([S:70]([CH3:73])(=[O:72])=[O:71])[C:67]([CH2:74][OH:75])=[C:66]([F:76])[CH:65]=1. The catalyst is CC1OCCC1.CC([O-])=O.CC([O-])=O.[Pd+2]. The product is [F:76][C:66]1[CH:65]=[C:64]([B:54]2[O:55][C:56]([CH3:61])([CH3:62])[C:57]([CH3:59])([CH3:60])[O:58]2)[CH:69]=[C:68]([S:70]([CH3:73])(=[O:71])=[O:72])[C:67]=1[CH2:74][OH:75]. The yield is 0.780. (6) The yield is 0.980. The product is [CH2:1]([O:3][C:4]([C:6]1[C:10]([NH2:11])=[CH:9][NH:8][N:7]=1)=[O:5])[CH3:2]. The catalyst is CCO.[Pd]. The reactants are [CH2:1]([O:3][C:4]([C:6]1[C:10]([N+:11]([O-])=O)=[CH:9][NH:8][N:7]=1)=[O:5])[CH3:2].